This data is from Forward reaction prediction with 1.9M reactions from USPTO patents (1976-2016). The task is: Predict the product of the given reaction. (1) Given the reactants [O:1]([C:8]1[CH:13]=[CH:12][C:11]([S:14]([O-:17])(=O)=[O:15])=[CH:10][CH:9]=1)[C:2]1[CH:7]=[CH:6][CH:5]=[CH:4][CH:3]=1.[Na+].S(Cl)([Cl:21])=O, predict the reaction product. The product is: [O:1]([C:8]1[CH:13]=[CH:12][C:11]([S:14]([Cl:21])(=[O:17])=[O:15])=[CH:10][CH:9]=1)[C:2]1[CH:7]=[CH:6][CH:5]=[CH:4][CH:3]=1. (2) The product is: [CH3:41][N:2]([CH3:1])[CH2:3][CH2:4][N:5]1[CH2:6][C:7]2[C:8]([CH3:39])=[C:9]3[N:17]=[C:16]([C:18]4[C:19](=[O:38])[NH:20][CH:21]=[CH:22][C:23]=4[NH:24][CH:25]([CH3:37])[CH2:26][C:27]4[C:28]([F:36])=[C:29]([F:35])[CH:30]=[C:31]([F:34])[C:32]=4[F:33])[NH:15][C:10]3=[CH:11][C:12]=2[C:13]1=[O:14]. Given the reactants [CH3:1][N:2]([CH3:41])[CH2:3][CH2:4][N:5]1[C:13](=[O:14])[C:12]2[CH:11]=[C:10]3[NH:15][C:16]([C:18]4[C:19](=[O:38])[NH:20][CH:21]=[CH:22][C:23]=4[NH:24][CH:25]([CH3:37])[CH2:26][C:27]4[C:32]([F:33])=[C:31]([F:34])[CH:30]=[C:29]([F:35])[C:28]=4[F:36])=[N:17][C:9]3=[C:8]([CH3:39])[C:7]=2[C:6]1=O, predict the reaction product. (3) Given the reactants C[Si](C)(C(C)(C)C)[O:3][CH2:4][C:5]1[CH:24]=[CH:23][C:8]2[N:9]([CH2:14][C:15]3[CH:20]=[CH:19][C:18]([O:21][CH3:22])=[CH:17][CH:16]=3)[C:10](=[O:13])[CH2:11][O:12][C:7]=2[CH:6]=1.[F-].C([N+](CCCC)(CCCC)CCCC)CCC, predict the reaction product. The product is: [OH:3][CH2:4][C:5]1[CH:24]=[CH:23][C:8]2[N:9]([CH2:14][C:15]3[CH:20]=[CH:19][C:18]([O:21][CH3:22])=[CH:17][CH:16]=3)[C:10](=[O:13])[CH2:11][O:12][C:7]=2[CH:6]=1.